Dataset: Forward reaction prediction with 1.9M reactions from USPTO patents (1976-2016). Task: Predict the product of the given reaction. (1) Given the reactants [Br:1][C:2]1[CH:7]=[CH:6][C:5]([C:8]2[O:12][N:11]=[C:10]([CH3:13])[C:9]=2[C:14]([OH:16])=O)=[CH:4][CH:3]=1.C(N1C=CN=C1)(N1C=CN=C1)=O.O.[NH2:30][NH2:31], predict the reaction product. The product is: [Br:1][C:2]1[CH:7]=[CH:6][C:5]([C:8]2[O:12][N:11]=[C:10]([CH3:13])[C:9]=2[C:14]([NH:30][NH2:31])=[O:16])=[CH:4][CH:3]=1. (2) Given the reactants F[C:2]1[CH:7]=[C:6]([N+:8]([O-:10])=[O:9])[CH:5]=[C:4]([F:11])[CH:3]=1.[C:12](=[O:15])([O-])[O-].[Cs+].[Cs+].O, predict the reaction product. The product is: [F:11][C:4]1[CH:5]=[C:6]([N+:8]([O-:10])=[O:9])[CH:7]=[C:2]([O:15][C:12]2[CH:6]=[CH:5][C:4]([F:11])=[CH:3][CH:2]=2)[CH:3]=1. (3) Given the reactants [CH2:1]([N:8]([CH2:14][C:15]1[CH:20]=[CH:19][CH:18]=[CH:17][CH:16]=1)[C:9]1([CH2:12][OH:13])[CH2:11][CH2:10]1)[C:2]1[CH:7]=[CH:6][CH:5]=[CH:4][CH:3]=1.C(N(CC)CC)C.[CH3:28][S:29](Cl)(=[O:31])=[O:30], predict the reaction product. The product is: [CH3:28][S:29]([O:13][CH2:12][C:9]1([N:8]([CH2:1][C:2]2[CH:3]=[CH:4][CH:5]=[CH:6][CH:7]=2)[CH2:14][C:15]2[CH:20]=[CH:19][CH:18]=[CH:17][CH:16]=2)[CH2:10][CH2:11]1)(=[O:31])=[O:30]. (4) Given the reactants [OH:1][CH2:2][CH2:3][C:4]1[CH:5]=[C:6]([CH:17]=[CH:18][C:19]=1[O:20][CH3:21])[CH2:7][CH:8]([C:13]([O:15][CH3:16])=[O:14])[C:9]([O:11][CH3:12])=[O:10].[C:22]1([N:28]=[C:29]=[O:30])[CH:27]=[CH:26][CH:25]=[CH:24][CH:23]=1, predict the reaction product. The product is: [NH:28]([C:29]([O:1][CH2:2][CH2:3][C:4]1[CH:5]=[C:6]([CH:17]=[CH:18][C:19]=1[O:20][CH3:21])[CH2:7][CH:8]([C:9]([O:11][CH3:12])=[O:10])[C:13]([O:15][CH3:16])=[O:14])=[O:30])[C:22]1[CH:27]=[CH:26][CH:25]=[CH:24][CH:23]=1.